This data is from KCNQ2 potassium channel screen with 302,405 compounds. The task is: Binary Classification. Given a drug SMILES string, predict its activity (active/inactive) in a high-throughput screening assay against a specified biological target. (1) The drug is s1c(N(CC2OCCC2)C(=O)Cc2ccccc2)nc(c1)c1c(OC)ccc(OC)c1. The result is 0 (inactive). (2) The result is 0 (inactive). The compound is O1CCN(CCCNC2C3CC4CC2CC(C3)C4)CC1.